Dataset: Full USPTO retrosynthesis dataset with 1.9M reactions from patents (1976-2016). Task: Predict the reactants needed to synthesize the given product. (1) Given the product [CH3:8][C:5]1[CH:6]=[CH:7][C:39]([N:36]([C:9]([O:10][CH2:11][CH3:12])=[O:14])[NH2:15])=[CH:3][CH:4]=1, predict the reactants needed to synthesize it. The reactants are: IC1[CH:7]=[CH:6][C:5]([CH3:8])=[CH:4][CH:3]=1.[C:9](=[O:14])([O-])[O:10][CH2:11][CH3:12].[N:15]1C2C(=CC=C3C=2N=CC=C3)C=CC=1.C(=O)([O-])[O-].[Cs+].[Cs+].C[N:36]([CH3:39])C=O. (2) The reactants are: Cl[C:2]1[C:3]2[NH:10][C:9]([C:11]3[O:12][CH:13]=[CH:14][CH:15]=3)=[CH:8][C:4]=2[N:5]=[CH:6][N:7]=1.[CH3:16][C:17]1[CH:18]=[C:19]([CH:21]=[CH:22][C:23]=1[O:24][C:25]1[CH:26]=[N:27][C:28]([CH3:31])=[CH:29][CH:30]=1)[NH2:20].CN1CCCC1=O.C(=O)([O-])O.[Na+]. Given the product [O:12]1[CH:13]=[CH:14][CH:15]=[C:11]1[C:9]1[NH:10][C:3]2[C:2]([NH:20][C:19]3[CH:21]=[CH:22][C:23]([O:24][C:25]4[CH:26]=[N:27][C:28]([CH3:31])=[CH:29][CH:30]=4)=[C:17]([CH3:16])[CH:18]=3)=[N:7][CH:6]=[N:5][C:4]=2[CH:8]=1, predict the reactants needed to synthesize it. (3) Given the product [N:7]1[CH:8]=[C:9]([S:16][C:17]2[CH:26]=[CH:25][C:20]3[N:21]=[C:22]([NH:24][C:4]([CH:1]4[CH2:3][CH2:2]4)=[O:5])[S:23][C:19]=3[CH:18]=2)[N:10]2[CH:15]=[CH:14][CH:13]=[N:12][C:11]=12, predict the reactants needed to synthesize it. The reactants are: [CH:1]1([C:4](Cl)=[O:5])[CH2:3][CH2:2]1.[N:7]1[CH:8]=[C:9]([S:16][C:17]2[CH:26]=[CH:25][C:20]3[N:21]=[C:22]([NH2:24])[S:23][C:19]=3[CH:18]=2)[N:10]2[CH:15]=[CH:14][CH:13]=[N:12][C:11]=12. (4) Given the product [CH3:1][N:2]1[C:6]([CH3:7])=[CH:5][C:4](=[N:8][C:9](=[O:21])[C:10]2[CH:15]=[CH:14][CH:13]=[C:12]([C:16]([F:19])([F:17])[F:18])[C:11]=2[F:20])[N:3]1[CH2:25][CH2:24][O:26][CH2:27][CH3:28], predict the reactants needed to synthesize it. The reactants are: [CH3:1][N:2]1[C:6]([CH3:7])=[CH:5][C:4]([NH:8][C:9](=[O:21])[C:10]2[CH:15]=[CH:14][CH:13]=[C:12]([C:16]([F:19])([F:18])[F:17])[C:11]=2[F:20])=[N:3]1.[H-].[Na+].[CH2:24]([O:26][CH2:27][CH2:28]Br)[CH3:25].[I-].[Na+]. (5) Given the product [Br:1][C:2]1[CH:3]=[CH:4][C:5]([C:17]([C:19]2[CH:20]=[N:21][CH:22]=[N:23][CH:24]=2)=[O:18])=[N:6][CH:7]=1, predict the reactants needed to synthesize it. The reactants are: [Br:1][C:2]1[CH:3]=[CH:4][C:5](I)=[N:6][CH:7]=1.C([Mg]Cl)(C)C.CON(C)[C:17]([C:19]1[CH:20]=[N:21][CH:22]=[N:23][CH:24]=1)=[O:18]. (6) Given the product [C:19]([O-:20])(=[O:49])[CH3:18].[NH4+:9].[CH3:13][N:14]1[C:19](=[O:20])[C:18]2=[C:21]([S:41][C:39]3[CH:40]=[CH:35][CH:36]=[CH:37][N:38]=3)[N:22]([CH2:24][C:25]3[CH:30]=[CH:29][CH:28]=[CH:27][CH:26]=3)[CH:23]=[C:17]2[C:16]([CH2:31][CH:32]([CH3:34])[CH3:33])=[N:15]1, predict the reactants needed to synthesize it. The reactants are: C([Li])CCC.C([NH:9]C(C)C)(C)C.[CH3:13][N:14]1[C:19](=[O:20])[C:18]2=[CH:21][N:22]([CH2:24][C:25]3[CH:30]=[CH:29][CH:28]=[CH:27][CH:26]=3)[CH:23]=[C:17]2[C:16]([CH2:31][CH:32]([CH3:34])[CH3:33])=[N:15]1.[CH:35]1[CH:40]=[C:39]([S:41][S:41][C:39]2[N:38]=[CH:37][CH:36]=[CH:35][CH:40]=2)[N:38]=[CH:37][CH:36]=1.[O:49]1CCCC1.